This data is from Full USPTO retrosynthesis dataset with 1.9M reactions from patents (1976-2016). The task is: Predict the reactants needed to synthesize the given product. (1) Given the product [F:1][C:2]([F:33])([F:32])[C:3]1[CH:4]=[C:5]([CH:25]=[C:26]([C:28]([F:31])([F:30])[F:29])[CH:27]=1)[CH2:6][N:7]1[CH:11]([CH3:12])[CH:10]([C:13]2[CH:18]=[C:17]([C:19]([F:22])([F:21])[F:20])[CH:16]=[CH:15][C:14]=2[C:41]2[CH:42]=[C:37]([CH:34]([CH3:36])[CH3:35])[CH:38]=[CH:39][C:40]=2[O:46][CH3:47])[O:9][C:8]1=[O:24], predict the reactants needed to synthesize it. The reactants are: [F:1][C:2]([F:33])([F:32])[C:3]1[CH:4]=[C:5]([CH:25]=[C:26]([C:28]([F:31])([F:30])[F:29])[CH:27]=1)[CH2:6][N:7]1[C@@H:11]([CH3:12])[C@H:10]([C:13]2[CH:18]=[C:17]([C:19]([F:22])([F:21])[F:20])[CH:16]=[CH:15][C:14]=2I)[O:9][C:8]1=[O:24].[CH:34]([C:37]1[CH:38]=[CH:39][C:40]([O:46][CH3:47])=[C:41](B(O)O)[CH:42]=1)([CH3:36])[CH3:35]. (2) Given the product [CH:51]1([CH2:50][N:41]2[C:42]3[C:47](=[CH:46][CH:45]=[CH:44][C:43]=3[O:48][CH3:49])[C:39]([C:37]3[O:38][C:34]([CH2:32][OH:31])=[CH:35][N:36]=3)=[CH:40]2)[CH2:56][CH2:55][CH2:54][CH2:53][CH2:52]1, predict the reactants needed to synthesize it. The reactants are: C1(CN2C3C(=CC=CC=3OC)C(C(N)=O)=C2)CCCCC1.COC(=O)C(Cl)C=O.C[O:31][C:32]([C:34]1[O:38][C:37]([C:39]2[C:47]3[C:42](=[C:43]([O:48][CH3:49])[CH:44]=[CH:45][CH:46]=3)[N:41]([CH2:50][CH:51]3[CH2:56][CH2:55][CH2:54][CH2:53][CH2:52]3)[CH:40]=2)=[N:36][CH:35]=1)=O.C1(CN2C3C(=CC=CC=3OC)C(C3OC=CN=3)=C2)CCCCC1.[H-].[Al+3].[Li+].[H-].[H-].[H-].O.O.O.O.O.O.O.O.O.O.S([O-])([O-])(=O)=O.[Na+].[Na+]. (3) Given the product [CH3:22][N:23]1[CH2:24][CH2:25][CH:26]([N:29]2[CH:33]=[C:32]([NH:34][C:2]3[N:7]=[C:6]([NH:8][C:9]4[CH:10]=[C:11]5[C:16](=[CH:17][CH:18]=4)[N:15]=[CH:14][CH:13]=[CH:12]5)[C:5]([N+:19]([O-:21])=[O:20])=[CH:4][N:3]=3)[CH:31]=[N:30]2)[CH2:27][CH2:28]1, predict the reactants needed to synthesize it. The reactants are: Cl[C:2]1[N:7]=[C:6]([NH:8][C:9]2[CH:10]=[C:11]3[C:16](=[CH:17][CH:18]=2)[N:15]=[CH:14][CH:13]=[CH:12]3)[C:5]([N+:19]([O-:21])=[O:20])=[CH:4][N:3]=1.[CH3:22][N:23]1[CH2:28][CH2:27][CH:26]([N:29]2[CH:33]=[C:32]([NH2:34])[CH:31]=[N:30]2)[CH2:25][CH2:24]1.CCN(C(C)C)C(C)C. (4) Given the product [OH:19][C:15]1[CH:14]=[C:13]([C:8]2[CH:9]=[N:10][C:11]3[C:6]([CH:7]=2)=[CH:5][CH:4]=[C:3]([OH:2])[CH:12]=3)[CH:18]=[CH:17][CH:16]=1, predict the reactants needed to synthesize it. The reactants are: C[O:2][C:3]1[CH:12]=[C:11]2[C:6]([CH:7]=[C:8]([C:13]3[CH:18]=[CH:17][CH:16]=[C:15]([O:19]C)[CH:14]=3)[CH:9]=[N:10]2)=[CH:5][CH:4]=1.[Cl-].[Cl-].[Cl-].[Al+3]. (5) The reactants are: [CH3:1][O:2][C:3]1[CH:18]=[C:17]([O:19][CH3:20])[CH:16]=[CH:15][C:4]=1[CH2:5][N:6]1[C:10](=[O:11])[CH2:9][CH:8]([C:12]([OH:14])=O)[CH2:7]1.[CH2:21]([C@H:28]1[CH2:32][O:31][C:30](=[O:33])[NH:29]1)[C:22]1[CH:27]=[CH:26][CH:25]=[CH:24][CH:23]=1.CCN=C=NCCCN(C)C.Cl. Given the product [CH2:21]([C@H:28]1[CH2:32][O:31][C:30](=[O:33])[N:29]1[C:12]([C@H:8]1[CH2:9][C:10](=[O:11])[N:6]([CH2:5][C:4]2[CH:15]=[CH:16][C:17]([O:19][CH3:20])=[CH:18][C:3]=2[O:2][CH3:1])[CH2:7]1)=[O:14])[C:22]1[CH:23]=[CH:24][CH:25]=[CH:26][CH:27]=1, predict the reactants needed to synthesize it.